Dataset: Forward reaction prediction with 1.9M reactions from USPTO patents (1976-2016). Task: Predict the product of the given reaction. Given the reactants [Cl:1][C:2]1[C:6]([Cl:7])=[C:5]([CH3:8])[NH:4][C:3]=1[C:9]([NH:11][C@@H:12]1[CH2:17][CH2:16][N:15]([C:18]([O:20][CH2:21][C:22]2[CH:27]=[CH:26][CH:25]=[CH:24][CH:23]=2)=[O:19])[CH2:14][C@@H:13]1[N:28]1[CH:32]=[C:31]([CH2:33][OH:34])[N:30]=[N:29]1)=[O:10].[H-].[Na+].[CH3:37]I, predict the reaction product. The product is: [Cl:1][C:2]1[C:6]([Cl:7])=[C:5]([CH3:8])[NH:4][C:3]=1[C:9]([NH:11][C@@H:12]1[CH2:17][CH2:16][N:15]([C:18]([O:20][CH2:21][C:22]2[CH:27]=[CH:26][CH:25]=[CH:24][CH:23]=2)=[O:19])[CH2:14][C@@H:13]1[N:28]1[CH:32]=[C:31]([CH2:33][O:34][CH3:37])[N:30]=[N:29]1)=[O:10].